From a dataset of Forward reaction prediction with 1.9M reactions from USPTO patents (1976-2016). Predict the product of the given reaction. (1) Given the reactants [CH2:1]([O:3][C:4]([C:6]1[C:7]([OH:25])=[N:8][N:9]([C:11]2[CH:16]=[C:15]([S:17][CH2:18][C:19]([F:22])([F:21])[F:20])[C:14]([CH3:23])=[CH:13][C:12]=2[F:24])[CH:10]=1)=[O:5])[CH3:2].C(N(CC)CC)C.[F:33][C:34]([O:38][C:39]([F:42])([F:41])[F:40])=[C:35]([F:37])[F:36].C(OCC)(=O)C, predict the reaction product. The product is: [CH2:1]([O:3][C:4]([C:6]1[C:7]([O:25][C:35]([F:37])([F:36])[CH:34]([F:33])[O:38][C:39]([F:42])([F:41])[F:40])=[N:8][N:9]([C:11]2[CH:16]=[C:15]([S:17][CH2:18][C:19]([F:22])([F:21])[F:20])[C:14]([CH3:23])=[CH:13][C:12]=2[F:24])[CH:10]=1)=[O:5])[CH3:2]. (2) Given the reactants [CH3:1][C:2]1([CH3:9])[CH2:7][CH2:6][CH2:5][C:4](=O)[CH2:3]1.[C:10]([O:14]C)(=O)[C:11]#[CH:12].[NH3:16], predict the reaction product. The product is: [CH3:1][C:2]1([CH3:9])[CH2:3][C:4]2[NH:16][C:10](=[O:14])[CH:11]=[CH:12][C:5]=2[CH2:6][CH2:7]1. (3) Given the reactants [CH3:1][C:2]1[C:10]([O:11][C:12]2[CH:13]=[C:14]([CH:17]=[CH:18][CH:19]=2)[C:15]#[N:16])=[CH:9][CH:8]=[C:7]2[C:3]=1[CH:4]=[N:5][N:6]2C1CCCCO1.[ClH:26].O1CCOCC1.C(OCC)C, predict the reaction product. The product is: [ClH:26].[CH3:1][C:2]1[C:10]([O:11][C:12]2[CH:13]=[C:14]([CH:17]=[CH:18][CH:19]=2)[C:15]#[N:16])=[CH:9][CH:8]=[C:7]2[C:3]=1[CH:4]=[N:5][NH:6]2.